This data is from Forward reaction prediction with 1.9M reactions from USPTO patents (1976-2016). The task is: Predict the product of the given reaction. Given the reactants [Cl:1][C:2]1[CH:7]=[CH:6][C:5]([S:8]([N:11]([C:15]2[C:16]([CH:22]([C:24]3[CH:29]=[C:28]([N:30]4[CH:34]=[CH:33][CH:32]=[N:31]4)[CH:27]=[CH:26][C:25]=3[Cl:35])[OH:23])=[N:17][CH:18]=[C:19]([Cl:21])[CH:20]=2)[CH2:12][O:13][CH3:14])(=[O:10])=[O:9])=[CH:4][C:3]=1[C:36]([F:39])([F:38])[F:37].CC(OI1(OC(C)=O)(OC(C)=O)OC(=O)C2C=CC=CC1=2)=O, predict the reaction product. The product is: [Cl:1][C:2]1[CH:7]=[CH:6][C:5]([S:8]([N:11]([C:15]2[C:16]([C:22](=[O:23])[C:24]3[CH:29]=[C:28]([N:30]4[CH:34]=[CH:33][CH:32]=[N:31]4)[CH:27]=[CH:26][C:25]=3[Cl:35])=[N:17][CH:18]=[C:19]([Cl:21])[CH:20]=2)[CH2:12][O:13][CH3:14])(=[O:9])=[O:10])=[CH:4][C:3]=1[C:36]([F:37])([F:38])[F:39].